Dataset: Reaction yield outcomes from USPTO patents with 853,638 reactions. Task: Predict the reaction yield, written as a fraction of the theoretical maximum amount of product (1.0 means a 100% yield; for example, 0.34 means a 34% yield). (1) The reactants are [C:1]1([C:6]2[C:11]3[CH2:12][O:13][C@@H:14]4[C@@H:18]([C:10]=3[CH:9]=[CH:8][CH:7]=2)[CH2:17][N:16]([C:19]([O:21][C:22]([CH3:25])([CH3:24])[CH3:23])=[O:20])[CH2:15]4)[CH2:5][CH2:4][CH2:3][CH:2]=1. The catalyst is [Pd].C(O)C. The product is [CH:1]1([C:6]2[C:11]3[CH2:12][O:13][C@@H:14]4[C@@H:18]([C:10]=3[CH:9]=[CH:8][CH:7]=2)[CH2:17][N:16]([C:19]([O:21][C:22]([CH3:25])([CH3:24])[CH3:23])=[O:20])[CH2:15]4)[CH2:2][CH2:3][CH2:4][CH2:5]1. The yield is 0.700. (2) The reactants are Cl[C:2]1[N:3]([C@@H:15]2[O:21][C@H:20]([CH2:22][OH:23])[C@@H:18]([OH:19])[C@H:16]2O)[C:4]2[C:9]([C:10]=1[C:11]#[N:12])=[CH:8][C:7]([Cl:13])=[C:6]([Cl:14])[CH:5]=2.[OH2:24].[NH2:25][NH2:26]. The catalyst is O. The product is [Cl:13][C:7]1[CH:8]=[C:9]2[C:4](=[CH:5][C:6]=1[Cl:14])[N:3]([C@@H:15]1[O:21][C@H:20]([CH2:22][OH:23])[C@@H:18]([OH:19])[C@H:16]1[OH:24])[C:2]1[NH:25][N:26]=[C:11]([NH2:12])[C:10]2=1. The yield is 0.900. (3) The reactants are [N+:1]([C:4]1[CH:9]=[CH:8][C:7](B2OC(C)(C)C(C)(C)O2)=[CH:6][C:5]=1[NH:19][C:20](=[O:26])[O:21][C:22]([CH3:25])([CH3:24])[CH3:23])([O-:3])=[O:2].FC(F)(F)S(O[C:33]1[CH2:37][CH2:36][CH2:35][CH:34]=1)(=O)=O.C([O-])([O-])=O.[Na+].[Na+]. The catalyst is O1CCOCC1.O.C1C=CC([P]([Pd]([P](C2C=CC=CC=2)(C2C=CC=CC=2)C2C=CC=CC=2)([P](C2C=CC=CC=2)(C2C=CC=CC=2)C2C=CC=CC=2)[P](C2C=CC=CC=2)(C2C=CC=CC=2)C2C=CC=CC=2)(C2C=CC=CC=2)C2C=CC=CC=2)=CC=1. The product is [C:33]1([C:7]2[CH:8]=[CH:9][C:4]([N+:1]([O-:3])=[O:2])=[C:5]([NH:19][C:20](=[O:26])[O:21][C:22]([CH3:23])([CH3:24])[CH3:25])[CH:6]=2)[CH2:37][CH2:36][CH2:35][CH:34]=1. The yield is 0.320. (4) The reactants are [Br:1][C:2]1[CH:3]=[CH:4][CH:5]=[C:6]2[C:11]=1[N:10]=[C:9]([CH2:12]Br)[CH:8]=[CH:7]2.[CH3:14][NH2:15]. The product is [Br:1][C:2]1[CH:3]=[CH:4][CH:5]=[C:6]2[C:11]=1[N:10]=[C:9]([CH2:12][NH:15][CH3:14])[CH:8]=[CH:7]2. The yield is 0.960. The catalyst is O1CCCC1. (5) The reactants are C1C2C(COC([NH:18][C@@H:19]([CH2:79][CH2:80][CH2:81][NH:82][C:83]([NH2:85])=[O:84])[C:20]([NH:22][C:23]3[CH:78]=[CH:77][C:26]([CH2:27][O:28][C:29]4[C:30]5[CH:76]=[CH:75][CH:74]=[CH:73][C:31]=5[C:32]5[C@H:33]([CH2:71][Cl:72])[CH2:34][N:35]([C:38](=[O:70])[CH2:39][CH2:40][CH2:41][CH2:42][CH2:43][O:44][C:45]6[C:46]([O:68][CH3:69])=[CH:47][C:48]7[C:54](=[O:55])[N:53]8[CH2:56][CH2:57][CH2:58][CH:52]8[C@H:51]([OH:59])[N:50]([C:60]([O:62][C:63]([CH3:66])([CH3:65])[CH3:64])=[O:61])[C:49]=7[CH:67]=6)[C:36]=5[CH:37]=4)=[CH:25][CH:24]=3)=[O:21])=O)C3C(=CC=CC=3)C=2C=CC=1.N1CCCCC1. The catalyst is CC(N(C)C)=O. The product is [NH2:18][C@@H:19]([CH2:79][CH2:80][CH2:81][NH:82][C:83]([NH2:85])=[O:84])[C:20]([NH:22][C:23]1[CH:78]=[CH:77][C:26]([CH2:27][O:28][C:29]2[C:30]3[CH:76]=[CH:75][CH:74]=[CH:73][C:31]=3[C:32]3[C@H:33]([CH2:71][Cl:72])[CH2:34][N:35]([C:38](=[O:70])[CH2:39][CH2:40][CH2:41][CH2:42][CH2:43][O:44][C:45]4[C:46]([O:68][CH3:69])=[CH:47][C:48]5[C:54](=[O:55])[N:53]6[CH2:56][CH2:57][CH2:58][CH:52]6[C@H:51]([OH:59])[N:50]([C:60]([O:62][C:63]([CH3:66])([CH3:65])[CH3:64])=[O:61])[C:49]=5[CH:67]=4)[C:36]=3[CH:37]=2)=[CH:25][CH:24]=1)=[O:21]. The yield is 0.990. (6) The reactants are [CH3:1][O:2][C:3](=[O:18])[CH2:4][C:5]1[C:6]([F:17])=[CH:7][CH:8]=[C:9]2[C:14]=1[N:13]=[C:12]([O:15][CH3:16])[CH:11]=[CH:10]2.[Li+].C[Si]([N-][Si](C)(C)C)(C)C.Br[CH2:30][C:31]#[N:32]. The catalyst is C1COCC1. The product is [CH3:1][O:2][C:3](=[O:18])[CH:4]([C:5]1[C:6]([F:17])=[CH:7][CH:8]=[C:9]2[C:14]=1[N:13]=[C:12]([O:15][CH3:16])[CH:11]=[CH:10]2)[CH2:30][C:31]#[N:32]. The yield is 0.820.